Dataset: Full USPTO retrosynthesis dataset with 1.9M reactions from patents (1976-2016). Task: Predict the reactants needed to synthesize the given product. (1) Given the product [CH3:6][C:7]1[O:11][N:10]=[C:9]([C:12]2[NH:13][C:14]3[C:19]([C:20]=2[CH:23]=[O:24])=[CH:18][CH:17]=[CH:16][CH:15]=3)[CH:8]=1, predict the reactants needed to synthesize it. The reactants are: O=P(Cl)(Cl)Cl.[CH3:6][C:7]1[O:11][N:10]=[C:9]([C:12]2[NH:13][C:14]3[C:19]([CH:20]=2)=[CH:18][CH:17]=[CH:16][CH:15]=3)[CH:8]=1.CN(C)[CH:23]=[O:24]. (2) Given the product [C:18]([O:22][C:23]([N:25]1[CH2:30][C@@H:29]([O:31][S:32]([C:35]2[CH:36]=[CH:37][C:38]([C:41]([F:44])([F:42])[F:43])=[CH:39][CH:40]=2)(=[O:33])=[O:34])[CH2:28][CH2:27][C@H:26]1[C:45](=[O:46])[NH:17][C@H:14]1[CH2:15][CH2:16][N:12]([C:2]([O:4][CH2:5][C:6]2[CH:11]=[CH:10][CH:9]=[CH:8][CH:7]=2)=[O:3])[CH2:13]1)=[O:24])([CH3:21])([CH3:20])[CH3:19], predict the reactants needed to synthesize it. The reactants are: Cl.[C:2]([N:12]1[CH2:16][CH2:15][C@H:14]([NH2:17])[CH2:13]1)([O:4][CH2:5][C:6]1[CH:11]=[CH:10][CH:9]=[CH:8][CH:7]=1)=[O:3].[C:18]([O:22][C:23]([N:25]1[CH2:30][C@@H:29]([O:31][S:32]([C:35]2[CH:40]=[CH:39][C:38]([C:41]([F:44])([F:43])[F:42])=[CH:37][CH:36]=2)(=[O:34])=[O:33])[CH2:28][CH2:27][C@H:26]1[C:45](O)=[O:46])=[O:24])([CH3:21])([CH3:20])[CH3:19].OP=O.C(Cl)CCl.